From a dataset of hERG Central: cardiac toxicity at 1µM, 10µM, and general inhibition. Predict hERG channel inhibition at various concentrations. (1) The molecule is Cc1cc(Nc2cccc([N+](=O)[O-])c2)c2cccc(C)c2n1.Cl. Results: hERG_inhib (hERG inhibition (general)): blocker. (2) Results: hERG_inhib (hERG inhibition (general)): blocker. The compound is CCOC(=O)c1c(CSc2cccs2)n(C)c2cc(Br)c(O)c(CN(C)C)c12.Cl. (3) The molecule is CCc1ccc([C@@H]2C[C@H]3CN(Cc4ccccc4OC)C(=O)[C@]34CCCN24)cc1. Results: hERG_inhib (hERG inhibition (general)): blocker. (4) The compound is O=C(CCCN1CCC(NC(=O)c2ccccc2)CC1)c1ccc(Cl)cc1. Results: hERG_inhib (hERG inhibition (general)): blocker. (5) The drug is O=C(COc1ccc(Br)cc1CNC1CCCCC1)NCCc1ccccc1. Results: hERG_inhib (hERG inhibition (general)): blocker.